This data is from Peptide-MHC class II binding affinity with 134,281 pairs from IEDB. The task is: Regression. Given a peptide amino acid sequence and an MHC pseudo amino acid sequence, predict their binding affinity value. This is MHC class II binding data. (1) The peptide sequence is SGGFSTTVSTEQNVP. The MHC is HLA-DQA10102-DQB10602 with pseudo-sequence HLA-DQA10102-DQB10602. The binding affinity (normalized) is 0.398. (2) The peptide sequence is GALLLWMGINARDRS. The MHC is DRB1_0401 with pseudo-sequence DRB1_0401. The binding affinity (normalized) is 0.901. (3) The peptide sequence is KGSPEFDWILGWTIK. The MHC is DRB1_0405 with pseudo-sequence DRB1_0405. The binding affinity (normalized) is 0.535. (4) The peptide sequence is KFDSQLAHRHMARELH. The MHC is HLA-DQA10301-DQB10302 with pseudo-sequence HLA-DQA10301-DQB10302. The binding affinity (normalized) is 0.380. (5) The MHC is DRB1_0301 with pseudo-sequence DRB1_0301. The peptide sequence is RNGEVIGLYGNGILV. The binding affinity (normalized) is 0.316. (6) The peptide sequence is DLKPGAAWTVYVGIV. The MHC is HLA-DQA10201-DQB10303 with pseudo-sequence HLA-DQA10201-DQB10303. The binding affinity (normalized) is 0.496. (7) The peptide sequence is DLVANQPNLKALREK. The MHC is HLA-DQA10301-DQB10301 with pseudo-sequence HLA-DQA10301-DQB10301. The binding affinity (normalized) is 0.153.